From a dataset of Reaction yield outcomes from USPTO patents with 853,638 reactions. Predict the reaction yield, written as a fraction of the theoretical maximum amount of product (1.0 means a 100% yield; for example, 0.34 means a 34% yield). (1) The reactants are [CH:1]1[C:5]2[C:6](Cl)=[N:7][CH:8]=[N:9][C:4]=2[NH:3][CH:2]=1.[NH2:11][C:12]1[CH:16]=[CH:15][S:14][C:13]=1[C:17]([O:19][CH3:20])=[O:18].Cl. The yield is 0.590. The product is [CH3:20][O:19][C:17]([C:13]1[S:14][CH:15]=[CH:16][C:12]=1[NH:11][C:6]1[C:5]2[CH:1]=[CH:2][NH:3][C:4]=2[N:9]=[CH:8][N:7]=1)=[O:18]. The catalyst is C(O)(C)(C)C.CO. (2) The reactants are [Br:1][C:2]1[CH:7]=[CH:6][C:5]([CH:8](O)[CH3:9])=[CH:4][CH:3]=1.P(Br)(Br)[Br:12]. The catalyst is C(Cl)Cl. The product is [Br:1][C:2]1[CH:7]=[CH:6][C:5]([CH:8]([Br:12])[CH3:9])=[CH:4][CH:3]=1. The yield is 0.750.